From a dataset of Catalyst prediction with 721,799 reactions and 888 catalyst types from USPTO. Predict which catalyst facilitates the given reaction. (1) Reactant: Br[C:2]1[C:7]2[S:8][C:9]([C:11]3[C:18]([Cl:19])=[CH:17][C:14]([C:15]#[N:16])=[CH:13][C:12]=3[Cl:20])=[N:10][C:6]=2[CH:5]=[CH:4][N:3]=1.[CH2:21]([C:23]1[N:28]=[CH:27][N:26]=[C:25]([NH2:29])[CH:24]=1)[CH3:22].CC1(C)C2C(=C(P(C3C=CC=CC=3)C3C=CC=CC=3)C=CC=2)OC2C(P(C3C=CC=CC=3)C3C=CC=CC=3)=CC=CC1=2.C(=O)([O-])[O-].[Cs+].[Cs+]. Product: [Cl:20][C:12]1[CH:13]=[C:14]([CH:17]=[C:18]([Cl:19])[C:11]=1[C:9]1[S:8][C:7]2[C:2]([NH:29][C:25]3[CH:24]=[C:23]([CH2:21][CH3:22])[N:28]=[CH:27][N:26]=3)=[N:3][CH:4]=[CH:5][C:6]=2[N:10]=1)[C:15]#[N:16]. The catalyst class is: 62. (2) Reactant: [CH3:1][O:2][C:3]1[CH:8]=[CH:7][CH:6]=[C:5]([N+:9]([O-])=O)[C:4]=1[NH:12][C:13]([CH:15]1[CH2:17][CH2:16]1)=O. Product: [CH:15]1([C:13]2[NH:12][C:4]3[C:3]([O:2][CH3:1])=[CH:8][CH:7]=[CH:6][C:5]=3[N:9]=2)[CH2:17][CH2:16]1. The catalyst class is: 180. (3) Reactant: [CH:1]1([C:7]2[CH:12]=[CH:11][C:10]([C:13](=[O:15])[CH3:14])=[CH:9][CH:8]=2)[CH2:6][CH2:5][CH2:4][CH2:3][CH2:2]1.[BH4-].[Na+].CC(C)=O. Product: [CH:1]1([C:7]2[CH:8]=[CH:9][C:10]([C@H:13]([OH:15])[CH3:14])=[CH:11][CH:12]=2)[CH2:2][CH2:3][CH2:4][CH2:5][CH2:6]1. The catalyst class is: 5. (4) Reactant: [F:1][C:2]1[CH:7]=[CH:6][CH:5]=[C:4]([F:8])[C:3]=1[N:9]1[C:14]2[N:15]=[C:16](S(C)(=O)=O)[N:17]=[C:18]([C:19]3[CH:20]=[C:21]([CH:32]=[CH:33][C:34]=3[CH3:35])[C:22]([NH:24][CH2:25][C:26]3[CH:31]=[CH:30][CH:29]=[CH:28][CH:27]=3)=[O:23])[C:13]=2[CH2:12][NH:11][C:10]1=[O:40].[CH3:41][N:42]1[CH2:47][CH2:46][NH:45][CH2:44][CH2:43]1. Product: [NH4+:9].[OH-:23].[F:1][C:2]1[CH:7]=[CH:6][CH:5]=[C:4]([F:8])[C:3]=1[N:9]1[C:14]2[N:15]=[C:16]([N:45]3[CH2:46][CH2:47][N:42]([CH3:41])[CH2:43][CH2:44]3)[N:17]=[C:18]([C:19]3[CH:20]=[C:21]([CH:32]=[CH:33][C:34]=3[CH3:35])[C:22]([NH:24][CH2:25][C:26]3[CH:31]=[CH:30][CH:29]=[CH:28][CH:27]=3)=[O:23])[C:13]=2[CH2:12][NH:11][C:10]1=[O:40]. The catalyst class is: 49. (5) Reactant: Cl.C[CH:3]([CH2:8][N:9]1[CH2:14][CH2:13][CH2:12][CH2:11]C1)[CH2:4][C:5]([OH:7])=O.C1N=CN(C(N2C=NC=C2)=O)C=1.[F:27][C:28]1[C:32]([C:33]2[CH:34]=[N:35][C:36]([CH3:39])=[CH:37][CH:38]=2)=[N:31][NH:30][C:29]=1[NH2:40].Cl.CO. Product: [F:27][C:28]1[C:32]([C:33]2[CH:34]=[N:35][C:36]([CH3:39])=[CH:37][CH:38]=2)=[N:31][NH:30][C:29]=1[NH:40][C:5](=[O:7])[CH2:4][CH2:3][CH2:8][N:9]1[CH2:14][CH2:13][CH2:12][CH2:11]1. The catalyst class is: 26.